This data is from HIV replication inhibition screening data with 41,000+ compounds from the AIDS Antiviral Screen. The task is: Binary Classification. Given a drug SMILES string, predict its activity (active/inactive) in a high-throughput screening assay against a specified biological target. (1) The drug is Cn1cc(NC(=O)Nc2cc(C(=O)Nc3cc(C(=O)Nc4cc(C(=O)Nc5ccc6cc(S(=O)(=O)O)cc(S(=O)(=O)O)c6c5)n(C)c4)n(C)c3)n(C)c2)cc1C(=O)Nc1cc(C(=O)Nc2cc(C(=O)Nc3ccc4cc(S(=O)(=O)O)cc(S(=O)(=O)O)c4c3)n(C)c2)n(C)c1.[NaH]. The result is 1 (active). (2) The molecule is COC(=O)CCCC=C(c1cc(C)c(OC)c(Br)c1)c1cc(C)c(OC)c(Br)c1. The result is 0 (inactive). (3) The compound is CN(C)C(=S)SSSSC(=S)N(C)C. The result is 0 (inactive). (4) The compound is CC(=O)C1CCC2C3C=CC4=CC(=O)CCC4(C)C3CCC12C. The result is 1 (active). (5) The compound is CC(C)(C)OC(=O)NC(Cc1ccc(OCc2ccccc2)cc1)C(=O)NC(CCCCNC(=O)OCc1ccccc1)C(=O)ON1C(=O)CCC1=O. The result is 0 (inactive). (6) The molecule is COC(=O)c1sc2c(Cl)c(Cl)sc2c1Cl. The result is 0 (inactive).